Dataset: NCI-60 drug combinations with 297,098 pairs across 59 cell lines. Task: Regression. Given two drug SMILES strings and cell line genomic features, predict the synergy score measuring deviation from expected non-interaction effect. (1) Drug 1: CN1CCC(CC1)COC2=C(C=C3C(=C2)N=CN=C3NC4=C(C=C(C=C4)Br)F)OC. Drug 2: C1=NC2=C(N1)C(=S)N=C(N2)N. Cell line: SR. Synergy scores: CSS=61.0, Synergy_ZIP=6.01, Synergy_Bliss=5.04, Synergy_Loewe=-8.58, Synergy_HSA=5.11. (2) Drug 1: CC1=C2C(C(=O)C3(C(CC4C(C3C(C(C2(C)C)(CC1OC(=O)C(C(C5=CC=CC=C5)NC(=O)OC(C)(C)C)O)O)OC(=O)C6=CC=CC=C6)(CO4)OC(=O)C)OC)C)OC. Drug 2: CC1=C(C=C(C=C1)NC(=O)C2=CC=C(C=C2)CN3CCN(CC3)C)NC4=NC=CC(=N4)C5=CN=CC=C5. Cell line: CAKI-1. Synergy scores: CSS=48.3, Synergy_ZIP=7.47, Synergy_Bliss=7.61, Synergy_Loewe=-22.6, Synergy_HSA=3.84. (3) Drug 1: CCN(CC)CCNC(=O)C1=C(NC(=C1C)C=C2C3=C(C=CC(=C3)F)NC2=O)C. Drug 2: C1C(C(OC1N2C=NC3=C2NC=NCC3O)CO)O. Cell line: DU-145. Synergy scores: CSS=-5.03, Synergy_ZIP=1.11, Synergy_Bliss=-4.97, Synergy_Loewe=-4.25, Synergy_HSA=-6.97. (4) Drug 1: CC=C1C(=O)NC(C(=O)OC2CC(=O)NC(C(=O)NC(CSSCCC=C2)C(=O)N1)C(C)C)C(C)C. Drug 2: CC1C(C(CC(O1)OC2CC(CC3=C2C(=C4C(=C3O)C(=O)C5=CC=CC=C5C4=O)O)(C(=O)C)O)N)O. Cell line: HOP-92. Synergy scores: CSS=62.8, Synergy_ZIP=1.13, Synergy_Bliss=-1.49, Synergy_Loewe=-0.298, Synergy_HSA=2.54. (5) Drug 1: CC1=C(C(CCC1)(C)C)C=CC(=CC=CC(=CC(=O)O)C)C. Drug 2: C#CCC(CC1=CN=C2C(=N1)C(=NC(=N2)N)N)C3=CC=C(C=C3)C(=O)NC(CCC(=O)O)C(=O)O. Cell line: SK-MEL-28. Synergy scores: CSS=49.3, Synergy_ZIP=1.46, Synergy_Bliss=0.172, Synergy_Loewe=-22.3, Synergy_HSA=0.303. (6) Drug 1: CN(CC1=CN=C2C(=N1)C(=NC(=N2)N)N)C3=CC=C(C=C3)C(=O)NC(CCC(=O)O)C(=O)O. Drug 2: C1CC(=O)NC(=O)C1N2C(=O)C3=CC=CC=C3C2=O. Cell line: MCF7. Synergy scores: CSS=38.7, Synergy_ZIP=-2.05, Synergy_Bliss=-5.53, Synergy_Loewe=-68.1, Synergy_HSA=-5.75. (7) Drug 1: C1=CC(=CC=C1C#N)C(C2=CC=C(C=C2)C#N)N3C=NC=N3. Drug 2: CCCCCOC(=O)NC1=NC(=O)N(C=C1F)C2C(C(C(O2)C)O)O. Cell line: HCT-15. Synergy scores: CSS=-2.98, Synergy_ZIP=2.09, Synergy_Bliss=0.0274, Synergy_Loewe=-2.51, Synergy_HSA=-3.22. (8) Drug 1: CC1=C2C(C(=O)C3(C(CC4C(C3C(C(C2(C)C)(CC1OC(=O)C(C(C5=CC=CC=C5)NC(=O)OC(C)(C)C)O)O)OC(=O)C6=CC=CC=C6)(CO4)OC(=O)C)O)C)O. Drug 2: C1=NC2=C(N1)C(=S)N=CN2. Cell line: DU-145. Synergy scores: CSS=55.2, Synergy_ZIP=-3.06, Synergy_Bliss=-6.78, Synergy_Loewe=-31.0, Synergy_HSA=-11.6. (9) Drug 1: C1=CN(C(=O)N=C1N)C2C(C(C(O2)CO)O)O.Cl. Drug 2: CCC1(CC2CC(C3=C(CCN(C2)C1)C4=CC=CC=C4N3)(C5=C(C=C6C(=C5)C78CCN9C7C(C=CC9)(C(C(C8N6C)(C(=O)OC)O)OC(=O)C)CC)OC)C(=O)OC)O.OS(=O)(=O)O. Cell line: MCF7. Synergy scores: CSS=2.69, Synergy_ZIP=-0.414, Synergy_Bliss=4.29, Synergy_Loewe=1.87, Synergy_HSA=2.49.